Predict which catalyst facilitates the given reaction. From a dataset of Catalyst prediction with 721,799 reactions and 888 catalyst types from USPTO. (1) Reactant: [C:1]([O:5][C:6]([NH:8][CH2:9][CH:10]1[CH2:15][CH2:14][CH:13]([NH:16]C(=O)OCC2C=CC=CC=2)[CH2:12][CH2:11]1)=[O:7])([CH3:4])([CH3:3])[CH3:2]. Product: [NH2:16][C@H:13]1[CH2:14][CH2:15][C@H:10]([CH2:9][NH:8][C:6](=[O:7])[O:5][C:1]([CH3:3])([CH3:2])[CH3:4])[CH2:11][CH2:12]1. The catalyst class is: 5. (2) Reactant: [CH2:1]([N:3]1[C:12]2[C:7](=[CH:8][C:9]([N+:13]([O-:15])=[O:14])=[CH:10][CH:11]=2)[C:6](=[O:16])[NH:5][C:4]1=[O:17])[CH3:2].[H-].[Na+].Cl[CH2:21][S:22][CH3:23]. Product: [CH2:1]([N:3]1[C:12]2[C:7](=[CH:8][C:9]([N+:13]([O-:15])=[O:14])=[CH:10][CH:11]=2)[C:6](=[O:16])[N:5]([CH2:21][S:22][CH3:23])[C:4]1=[O:17])[CH3:2]. The catalyst class is: 3. (3) Reactant: Cl[C:2]1[C:11]([C:12]([OH:14])=[O:13])=[CH:10][C:9]2[C:4](=[CH:5][CH:6]=[C:7]([Cl:15])[CH:8]=2)[N:3]=1.[NH2:16][C@@H:17]([CH2:26][C:27]1[CH:32]=[CH:31][CH:30]=[CH:29][CH:28]=1)[C:18]([NH:20][C:21]1[NH:25][N:24]=[N:23][N:22]=1)=[O:19]. Product: [Cl:15][C:7]1[CH:8]=[C:9]2[C:4](=[CH:5][CH:6]=1)[N:3]=[C:2]([NH:16][C@H:17]([C:18](=[O:19])[NH:20][C:21]1[NH:25][N:24]=[N:23][N:22]=1)[CH2:26][C:27]1[CH:32]=[CH:31][CH:30]=[CH:29][CH:28]=1)[C:11]([C:12]([OH:14])=[O:13])=[CH:10]2. The catalyst class is: 16. (4) Reactant: [F:1][C:2]1[CH:3]=[CH:4][C:5]([O:19][CH3:20])=[C:6]([C:8]([CH3:18])([CH3:17])[CH2:9][C:10]2([C:13]([F:16])([F:15])[F:14])[CH2:12][O:11]2)[CH:7]=1.[S:21]1[C:26]2[CH:27]=[CH:28][CH:29]=[CH:30][C:25]=2[NH:24][CH2:23][CH2:22]1. Product: [S:21]1[C:26]2[CH:27]=[CH:28][CH:29]=[CH:30][C:25]=2[N:24]([CH2:12][C:10]([OH:11])([CH2:9][C:8]([C:6]2[CH:7]=[C:2]([F:1])[CH:3]=[CH:4][C:5]=2[O:19][CH3:20])([CH3:18])[CH3:17])[C:13]([F:16])([F:15])[F:14])[CH2:23][CH2:22]1. The catalyst class is: 483. (5) Reactant: [C:1](#[N:4])[CH:2]=[CH2:3].[S:5]1[CH:9]=[CH:8][CH:7]=[C:6]1[CH:10]=[N:11][CH:12]([CH2:20][CH:21]([CH3:23])[CH3:22])[C:13]([O:15][C:16]([CH3:19])([CH3:18])[CH3:17])=[O:14].[Br-].[Li+].C(N(CC)CC)C. Product: [C:1]([C@H:2]1[C@H:10]([C:6]2[S:5][CH:9]=[CH:8][CH:7]=2)[NH:11][C@:12]([CH2:20][CH:21]([CH3:23])[CH3:22])([C:13]([O:15][C:16]([CH3:17])([CH3:18])[CH3:19])=[O:14])[CH2:3]1)#[N:4]. The catalyst class is: 1.